From a dataset of Forward reaction prediction with 1.9M reactions from USPTO patents (1976-2016). Predict the product of the given reaction. (1) Given the reactants C([Sn](CCCC)(CCCC)[C:6]1[N:7]=[N:8][N:9]([CH2:11][C:12]2[CH:17]=[C:16]([Cl:18])[C:15]([Cl:19])=[C:14]([Cl:20])[CH:13]=2)[CH:10]=1)CCC.[I:29]I, predict the reaction product. The product is: [I:29][C:6]1[N:7]=[N:8][N:9]([CH2:11][C:12]2[CH:17]=[C:16]([Cl:18])[C:15]([Cl:19])=[C:14]([Cl:20])[CH:13]=2)[CH:10]=1. (2) Given the reactants [N:1]1[CH:6]=[CH:5][C:4]([NH:7][C:8]([N:10]2[C@@H:17]3[CH2:18][N:13]([CH2:14][CH2:15][CH2:16]3)[C:12]3[CH:19]=[CH:20][C:21]([N:23]4[CH2:29][CH2:28][CH2:27][N:26](C(OC(C)(C)C)=O)[CH2:25][CH2:24]4)=[N:22][C:11]2=3)=[O:9])=[N:3][CH:2]=1.O.C(=O)([O-])[O-].[K+].[K+], predict the reaction product. The product is: [N:23]1([C:21]2[CH:20]=[CH:19][C:12]3[N:13]4[CH2:18][C@H:17]([CH2:16][CH2:15][CH2:14]4)[N:10]([C:8]([NH:7][C:4]4[CH:5]=[CH:6][N:1]=[CH:2][N:3]=4)=[O:9])[C:11]=3[N:22]=2)[CH2:29][CH2:28][CH2:27][NH:26][CH2:25][CH2:24]1. (3) Given the reactants Cl.COC1C=C(C=C(OC)C=1OCCC)CC1C2C=CC3N(CC)C(=O)OC=3C=2C=NC=1.ON1C(=O)C2=CC=CC=C2C1=O.[O-][Cl:46]=O.[Na+].[CH3:49][O:50][C:51]1[CH:52]=[C:53]([CH:72]=[C:73]([O:79][CH3:80])[C:74]=1[O:75][CH2:76][CH2:77][CH3:78])[C:54]([C:56]1[C:65]2[CH:64]=[CH:63][C:62]3[N:66]([CH2:70][CH3:71])[C:67](=[O:69])[O:68][C:61]=3[C:60]=2[CH:59]=[N:58][CH:57]=1)=[O:55].Cl, predict the reaction product. The product is: [ClH:46].[CH3:49][O:50][C:51]1[CH:52]=[C:53]([CH:72]=[C:73]([O:79][CH3:80])[C:74]=1[O:75][CH2:76][CH2:77][CH3:78])[C:54]([C:56]1[C:65]2[CH:64]=[CH:63][C:62]3[N:66]([CH2:70][CH3:71])[C:67](=[O:69])[O:68][C:61]=3[C:60]=2[CH:59]=[N:58][CH:57]=1)=[O:55]. (4) Given the reactants [CH3:1][O:2][C:3]1[CH:4]=[C:5]2[C:10](=[CH:11][CH:12]=1)[N:9]([CH3:13])[C:8](=[O:14])[CH:7]=[C:6]2[NH:15][CH:16]1[CH2:21][CH2:20][NH:19][CH2:18][CH2:17]1.C(N(C(C)C)CC)(C)C.[CH2:31]1[O:41][C:40]2[CH:39]=[CH:38][C:35]([CH2:36]Cl)=[CH:34][C:33]=2[O:32]1, predict the reaction product. The product is: [O:41]1[C:40]2[CH:39]=[CH:38][C:35]([CH2:36][N:19]3[CH2:20][CH2:21][CH:16]([NH:15][C:6]4[C:5]5[C:10](=[CH:11][CH:12]=[C:3]([O:2][CH3:1])[CH:4]=5)[N:9]([CH3:13])[C:8](=[O:14])[CH:7]=4)[CH2:17][CH2:18]3)=[CH:34][C:33]=2[O:32][CH2:31]1. (5) Given the reactants F[C:2]1[CH:3]=[C:4]([CH:15]=[CH:16][C:17]=1[N+:18]([O-:20])=[O:19])[C:5]([O:7][CH2:8][C:9]1[CH:14]=[CH:13][CH:12]=[CH:11][CH:10]=1)=[O:6].[NH2:21][C:22]([CH3:27])([CH3:26])[CH2:23][CH2:24][OH:25].C(=O)([O-])[O-].[K+].[K+], predict the reaction product. The product is: [OH:25][CH2:24][CH2:23][C:22]([NH:21][C:2]1[CH:3]=[C:4]([CH:15]=[CH:16][C:17]=1[N+:18]([O-:20])=[O:19])[C:5]([O:7][CH2:8][C:9]1[CH:14]=[CH:13][CH:12]=[CH:11][CH:10]=1)=[O:6])([CH3:27])[CH3:26]. (6) Given the reactants [CH2:1]([NH:8][N:9]1[C:21]2[C:20]3[CH:19]=[CH:18][CH:17]=[CH:16][C:15]=3[N:14]=[CH:13][C:12]=2[N:11]=[C:10]1[CH2:22][CH2:23][CH2:24][CH3:25])[C:2]1[CH:7]=[CH:6][CH:5]=[CH:4][CH:3]=1.C1C=C(Cl)C=C(C(OO)=[O:34])C=1, predict the reaction product. The product is: [CH2:1]([NH:8][N:9]1[C:21]2[C:20]3[CH:19]=[CH:18][CH:17]=[CH:16][C:15]=3[N+:14]([O-:34])=[CH:13][C:12]=2[N:11]=[C:10]1[CH2:22][CH2:23][CH2:24][CH3:25])[C:2]1[CH:7]=[CH:6][CH:5]=[CH:4][CH:3]=1. (7) Given the reactants Cl.Cl.[NH2:3][CH2:4][CH2:5][N:6]1[C:14]2[C:13]([NH:15][C:16]3[CH:21]=[CH:20][C:19]([O:22][C:23]4[CH:24]=[CH:25][C:26]5[N:27]([N:29]=[CH:30][CH:31]=5)[CH:28]=4)=[C:18]([Cl:32])[CH:17]=3)=[N:12][CH:11]=[N:10][C:9]=2[CH:8]=[CH:7]1.[CH3:33][C:34]([S:39]([CH3:42])(=[O:41])=[O:40])([CH3:38])[C:35](O)=[O:36].ON1C2C=CC=CC=2N=N1.Cl.C(N=C=NCCCN(C)C)C.C(=O)([O-])O.[Na+], predict the reaction product. The product is: [Cl:32][C:18]1[CH:17]=[C:16]([NH:15][C:13]2[C:14]3[N:6]([CH2:5][CH2:4][NH:3][C:35](=[O:36])[C:34]([CH3:38])([S:39]([CH3:42])(=[O:41])=[O:40])[CH3:33])[CH:7]=[CH:8][C:9]=3[N:10]=[CH:11][N:12]=2)[CH:21]=[CH:20][C:19]=1[O:22][C:23]1[CH:24]=[CH:25][C:26]2[N:27]([N:29]=[CH:30][CH:31]=2)[CH:28]=1.